Dataset: Full USPTO retrosynthesis dataset with 1.9M reactions from patents (1976-2016). Task: Predict the reactants needed to synthesize the given product. Given the product [Cl:8][C:6]1[CH:5]=[CH:4][C:3]([S:9][CH2:10][CH2:11][C:12]([N:14]([CH3:15])[CH3:16])=[O:13])=[C:2]([NH:1][S:24]([C:21]2[CH:22]=[CH:23][C:18]([Cl:17])=[CH:19][C:20]=2[F:28])(=[O:26])=[O:25])[CH:7]=1, predict the reactants needed to synthesize it. The reactants are: [NH2:1][C:2]1[CH:7]=[C:6]([Cl:8])[CH:5]=[CH:4][C:3]=1[S:9][CH2:10][CH2:11][C:12]([N:14]([CH3:16])[CH3:15])=[O:13].[Cl:17][C:18]1[CH:23]=[CH:22][C:21]([S:24](Cl)(=[O:26])=[O:25])=[C:20]([F:28])[CH:19]=1.